This data is from Reaction yield outcomes from USPTO patents with 853,638 reactions. The task is: Predict the reaction yield, written as a fraction of the theoretical maximum amount of product (1.0 means a 100% yield; for example, 0.34 means a 34% yield). (1) The reactants are Br[C:2]1[CH:24]=[CH:23][C:5]2[C:6]3[N:7]([CH:11]=[C:12]([C:14]4[N:18]([CH:19]([CH3:21])[CH3:20])[N:17]=[C:16]([CH3:22])[N:15]=4)[N:13]=3)[CH2:8][CH2:9][O:10][C:4]=2[CH:3]=1.C(=O)([O-])[O-].[Cs+].[Cs+].[CH2:31]1COC[CH2:32]1. The catalyst is O.[Cl-].[Na+].O.C1C=CC([P]([Pd]([P](C2C=CC=CC=2)(C2C=CC=CC=2)C2C=CC=CC=2)([P](C2C=CC=CC=2)(C2C=CC=CC=2)C2C=CC=CC=2)[P](C2C=CC=CC=2)(C2C=CC=CC=2)C2C=CC=CC=2)(C2C=CC=CC=2)C2C=CC=CC=2)=CC=1. The product is [CH:19]([N:18]1[C:14]([C:12]2[N:13]=[C:6]3[C:5]4[CH:23]=[CH:24][C:2]([CH:31]=[CH2:32])=[CH:3][C:4]=4[O:10][CH2:9][CH2:8][N:7]3[CH:11]=2)=[N:15][C:16]([CH3:22])=[N:17]1)([CH3:21])[CH3:20]. The yield is 0.890. (2) The reactants are [C:1]([CH:9]([CH2:15][C:16](=O)[C:17]1[CH:22]=[CH:21][CH:20]=[CH:19][CH:18]=1)[C:10]([O:12][CH2:13][CH3:14])=[O:11])(=O)[C:2]1[CH:7]=[CH:6][CH:5]=[CH:4][CH:3]=1.COC1C=CC(P2(SP(C3C=CC(OC)=CC=3)(=S)S2)=[S:33])=CC=1. The catalyst is C1(C)C=CC=CC=1. The product is [C:2]1([C:1]2[S:33][C:16]([C:17]3[CH:22]=[CH:21][CH:20]=[CH:19][CH:18]=3)=[CH:15][C:9]=2[C:10]([O:12][CH2:13][CH3:14])=[O:11])[CH:7]=[CH:6][CH:5]=[CH:4][CH:3]=1. The yield is 0.550.